From a dataset of Peptide-MHC class I binding affinity with 185,985 pairs from IEDB/IMGT. Regression. Given a peptide amino acid sequence and an MHC pseudo amino acid sequence, predict their binding affinity value. This is MHC class I binding data. (1) The peptide sequence is EPFLVQFWI. The MHC is HLA-A02:12 with pseudo-sequence HLA-A02:12. The binding affinity (normalized) is 0.0847. (2) The peptide sequence is RVNKGTGVK. The MHC is HLA-B15:01 with pseudo-sequence HLA-B15:01. The binding affinity (normalized) is 0.224. (3) The peptide sequence is KPPRGVLLY. The MHC is HLA-A29:02 with pseudo-sequence HLA-A29:02. The binding affinity (normalized) is 0.561. (4) The peptide sequence is PLYRLSPKK. The MHC is HLA-B46:01 with pseudo-sequence HLA-B46:01. The binding affinity (normalized) is 0.0847. (5) The peptide sequence is KTVRYWHRF. The MHC is HLA-B46:01 with pseudo-sequence HLA-B46:01. The binding affinity (normalized) is 0.0847. (6) The peptide sequence is VPVWKEATTTL. The MHC is HLA-B45:01 with pseudo-sequence HLA-B45:01. The binding affinity (normalized) is 0.